Dataset: Catalyst prediction with 721,799 reactions and 888 catalyst types from USPTO. Task: Predict which catalyst facilitates the given reaction. (1) Reactant: [C:1](=S)(OCC)[S-:2].[K+].[CH3:8][C:9]([C:11]1[CH:16]=[CH:15][CH:14]=[C:13]([NH2:17])[C:12]=1[OH:18])=[O:10]. Product: [C:9]([C:11]1[C:12]2[O:18][C:1]([SH:2])=[N:17][C:13]=2[CH:14]=[CH:15][CH:16]=1)(=[O:10])[CH3:8]. The catalyst class is: 8. (2) Reactant: Cl[C:2]1[C:3]2[N:10]=[C:9]([NH:11][C:12]3[C:17]([Cl:18])=[CH:16][CH:15]=[CH:14][C:13]=3[Cl:19])[S:8][C:4]=2[N:5]=[CH:6][N:7]=1.[F:20][C:21]([F:30])([F:29])[C:22]1[CH:27]=[CH:26][C:25]([NH2:28])=[CH:24][CH:23]=1.C1(C)C=CC(S(O)(=O)=O)=CC=1. Product: [Cl:19][C:13]1[CH:14]=[CH:15][CH:16]=[C:17]([Cl:18])[C:12]=1[NH:11][C:9]1[S:8][C:4]2[N:5]=[CH:6][N:7]=[C:2]([NH:28][C:25]3[CH:26]=[CH:27][C:22]([C:21]([F:20])([F:29])[F:30])=[CH:23][CH:24]=3)[C:3]=2[N:10]=1. The catalyst class is: 11. (3) Reactant: [C:1]1([C:7]2([CH2:12][N:13]3[CH2:18][CH2:17][CH2:16][CH2:15][CH2:14]3)[CH2:11][CH2:10][CH2:9][CH2:8]2)[CH:6]=[CH:5][CH:4]=[CH:3][CH:2]=1.[CH3:19][I:20]. Product: [I-:20].[CH3:19][N+:13]1([CH2:12][C:7]2([C:1]3[CH:6]=[CH:5][CH:4]=[CH:3][CH:2]=3)[CH2:8][CH2:9][CH2:10][CH2:11]2)[CH2:18][CH2:17][CH2:16][CH2:15][CH2:14]1. The catalyst class is: 5. (4) Reactant: [Br:1][C:2]1[CH:12]=[CH:11][C:5]([O:6][CH2:7][C:8]([OH:10])=O)=[CH:4][CH:3]=1.CN1CCOCC1.ClC1N=C(OC)N=C(OC)N=1.Cl.CNOC.[CH2:36]([Mg]Cl)[C:37]1[CH:42]=[CH:41][CH:40]=[CH:39][CH:38]=1.[Cl-].[NH4+]. Product: [Br:1][C:2]1[CH:3]=[CH:4][C:5]([O:6][CH2:7][C:8]([CH2:36][C:37]2[CH:42]=[CH:41][CH:40]=[CH:39][CH:38]=2)=[O:10])=[CH:11][CH:12]=1. The catalyst class is: 7. (5) Reactant: P(Cl)(Cl)([Cl:3])=O.S[C:7]1[N:12]([CH3:13])[C:11](=[O:14])[CH:10]=[C:9]([C:15]2[CH:20]=[CH:19][N:18]=[CH:17][N:16]=2)[N:8]=1.C(=O)([O-])[O-].[K+].[K+]. Product: [Cl:3][C:7]1[N:12]([CH3:13])[C:11](=[O:14])[CH:10]=[C:9]([C:15]2[CH:20]=[CH:19][N:18]=[CH:17][N:16]=2)[N:8]=1. The catalyst class is: 9. (6) Reactant: [C:1]([O:9][CH2:10][C@@H:11]1[C:15]([O:17][C:18](=[O:20])[CH3:19])([CH3:16])[C@:14]([F:22])([CH3:21])[CH:13]([N:23]2[CH:31]=[N:30][C:29]3[C:24]2=[N:25][CH:26]=[N:27][C:28]=3Cl)[O:12]1)(=[O:8])[C:2]1[CH:7]=[CH:6][CH:5]=[CH:4][CH:3]=1.[NH:33]1[CH2:38][CH2:37][O:36][CH2:35][CH2:34]1.O. Product: [C:1]([O:9][CH2:10][C@@H:11]1[C:15]([O:17][C:18](=[O:20])[CH3:19])([CH3:16])[C@:14]([F:22])([CH3:21])[CH:13]([N:23]2[CH:31]=[N:30][C:29]3[C:24]2=[N:25][CH:26]=[N:27][C:28]=3[N:33]2[CH2:38][CH2:37][O:36][CH2:35][CH2:34]2)[O:12]1)(=[O:8])[C:2]1[CH:7]=[CH:6][CH:5]=[CH:4][CH:3]=1. The catalyst class is: 8.